From a dataset of Catalyst prediction with 721,799 reactions and 888 catalyst types from USPTO. Predict which catalyst facilitates the given reaction. (1) Reactant: [Cl:1][C:2]1[N:7]=[CH:6][C:5]([CH2:8][C:9]([OH:11])=O)=[CH:4][C:3]=1[CH3:12].[N:13]1[CH:18]=[CH:17][N:16]=[CH:15][C:14]=1[C:19]1[CH:20]=[CH:21][C:22]([NH2:25])=[N:23][CH:24]=1.C1(N=C=NC2CCCCC2)CCCCC1. Product: [Cl:1][C:2]1[N:7]=[CH:6][C:5]([CH2:8][C:9]([NH:25][C:22]2[CH:21]=[CH:20][C:19]([C:14]3[CH:15]=[N:16][CH:17]=[CH:18][N:13]=3)=[CH:24][N:23]=2)=[O:11])=[CH:4][C:3]=1[CH3:12]. The catalyst class is: 456. (2) Reactant: [C:1]([O:5][C:6]([CH:8]1[CH2:13][CH2:12][N:11]([C:14]2[C:22]([C:23]#[N:24])=[CH:21][C:17]([C:18]([OH:20])=O)=[C:16]([CH2:25][N:26]3[CH2:31][CH2:30][CH2:29][CH2:28][C:27]3=[O:32])[N:15]=2)[CH2:10][CH2:9]1)=[O:7])([CH3:4])([CH3:3])[CH3:2].C(Cl)(=O)C(Cl)=O.[CH:39]1([Mg]Br)[CH2:41][CH2:40]1.O. Product: [C:23]([C:22]1[C:14]([N:11]2[CH2:10][CH2:9][CH:8]([C:6]([O:5][C:1]([CH3:3])([CH3:2])[CH3:4])=[O:7])[CH2:13][CH2:12]2)=[N:15][C:16]([CH2:25][N:26]2[CH2:31][CH2:30][CH2:29][CH2:28][C:27]2=[O:32])=[C:17]([C:18]([CH:39]2[CH2:41][CH2:40]2)=[O:20])[CH:21]=1)#[N:24]. The catalyst class is: 59.